Task: Predict which catalyst facilitates the given reaction.. Dataset: Catalyst prediction with 721,799 reactions and 888 catalyst types from USPTO (1) Reactant: CC1C=CC(S(O[CH2:12][CH:13]2[O:18][C:17]3[CH:19]=[C:20]([S:23]([CH3:26])(=[O:25])=[O:24])[CH:21]=[CH:22][C:16]=3[O:15][CH2:14]2)(=O)=O)=CC=1.[NH:27]1[CH2:31][CH2:30][CH2:29][CH2:28]1. Product: [CH3:26][S:23]([C:20]1[CH:21]=[CH:22][C:16]2[O:15][CH2:14][CH:13]([CH2:12][N:27]3[CH2:31][CH2:30][CH2:29][CH2:28]3)[O:18][C:17]=2[CH:19]=1)(=[O:24])=[O:25]. The catalyst class is: 10. (2) Reactant: [CH:1](=O)[C:2]1[CH:7]=[CH:6][CH:5]=[CH:4][CH:3]=1.[C:9](#[N:13])[CH2:10][C:11]#[N:12].C(N(CC)CC)C.[CH3:21][N:22]1[C:26](=[O:27])[CH2:25][C:24]([C:28]2[CH:33]=[CH:32][CH:31]=[CH:30][CH:29]=2)=[N:23]1. Product: [NH2:12][C:11]1[O:27][C:26]2[N:22]([CH3:21])[N:23]=[C:1]([C:2]3[CH:7]=[CH:6][CH:5]=[CH:4][CH:3]=3)[C:25]=2[CH:24]([C:28]2[CH:33]=[CH:32][CH:31]=[CH:30][CH:29]=2)[C:10]=1[C:9]#[N:13]. The catalyst class is: 8. (3) Reactant: [Br:1][C:2]1[S:3][CH:4]=[C:5]([C:7]([OH:9])=O)[N:6]=1.CN(C(ON1N=NC2C=CC=NC1=2)=[N+](C)C)C.F[P-](F)(F)(F)(F)F.CCN(C(C)C)C(C)C.[F:43][C:44]1[CH:50]=[CH:49][CH:48]=[C:47]([F:51])[C:45]=1[NH2:46]. Product: [Br:1][C:2]1[S:3][CH:4]=[C:5]([C:7]([NH:46][C:45]2[C:44]([F:43])=[CH:50][CH:49]=[CH:48][C:47]=2[F:51])=[O:9])[N:6]=1. The catalyst class is: 3. (4) Reactant: [C:1]([C:5]1[CH:10]=[CH:9][C:8]([S:11]([NH:14][C:15]2[CH:19]=[CH:18][S:17][C:16]=2[C:20]([OH:22])=[O:21])(=[O:13])=[O:12])=[C:7]([OH:23])[CH:6]=1)([CH3:4])([CH3:3])[CH3:2].C(N(CC)CC)C.[C:31](Cl)(=[O:33])[CH3:32]. Product: [C:31]([O:23][C:7]1[CH:6]=[C:5]([C:1]([CH3:4])([CH3:2])[CH3:3])[CH:10]=[CH:9][C:8]=1[S:11]([NH:14][C:15]1[CH:19]=[CH:18][S:17][C:16]=1[C:20]([OH:22])=[O:21])(=[O:13])=[O:12])(=[O:33])[CH3:32]. The catalyst class is: 54. (5) Reactant: [CH3:1][N:2]([CH2:13][C:14]1[N:18]([CH2:19][C:20]([OH:22])=O)[C:17]2[CH:23]=[CH:24][CH:25]=[CH:26][C:16]=2[N:15]=1)[CH:3]1[C:12]2[N:11]=[CH:10][CH:9]=[CH:8][C:7]=2[CH2:6][CH2:5][CH2:4]1.[NH2:27][CH2:28][CH2:29][CH2:30][NH:31][C:32](=[O:38])[O:33][C:34]([CH3:37])([CH3:36])[CH3:35].C(N(CC)C(C)C)(C)C. Product: [CH3:1][N:2]([CH2:13][C:14]1[N:18]([CH2:19][C:20]([NH:27][CH2:28][CH2:29][CH2:30][NH:31][C:32](=[O:38])[O:33][C:34]([CH3:36])([CH3:35])[CH3:37])=[O:22])[C:17]2[CH:23]=[CH:24][CH:25]=[CH:26][C:16]=2[N:15]=1)[CH:3]1[C:12]2[N:11]=[CH:10][CH:9]=[CH:8][C:7]=2[CH2:6][CH2:5][CH2:4]1. The catalyst class is: 31. (6) Reactant: [Br:1][C:2]1[C:3]([N:22]([CH2:27][CH:28]([OH:30])[CH3:29])[S:23]([CH3:26])(=[O:25])=[O:24])=[CH:4][C:5]2[O:9][C:8]([C:10]3[CH:15]=[CH:14][C:13]([F:16])=[CH:12][CH:11]=3)=[C:7]([C:17]([NH:19][CH3:20])=[O:18])[C:6]=2[CH:21]=1. Product: [Br:1][C:2]1[C:3]([N:22]([CH2:27][C:28](=[O:30])[CH3:29])[S:23]([CH3:26])(=[O:24])=[O:25])=[CH:4][C:5]2[O:9][C:8]([C:10]3[CH:15]=[CH:14][C:13]([F:16])=[CH:12][CH:11]=3)=[C:7]([C:17]([NH:19][CH3:20])=[O:18])[C:6]=2[CH:21]=1. The catalyst class is: 793. (7) Reactant: [NH2:1][C:2]1[CH:7]=[CH:6][C:5]([N+:8]([O-:10])=[O:9])=[CH:4][C:3]=1[OH:11].[Br:12]Br. Product: [NH2:1][C:2]1[C:7]([Br:12])=[CH:6][C:5]([N+:8]([O-:10])=[O:9])=[CH:4][C:3]=1[OH:11]. The catalyst class is: 10. (8) Reactant: [CH3:1][O:2][C:3]1[CH:8]=[CH:7][CH:6]=[CH:5][C:4]=1[C:9]1[N:10]=[C:11]([NH2:14])[NH:12][CH:13]=1.CC([O-])=O.[Na+].[Cl:20][C:21]1[CH:34]=[CH:33][C:24]([CH:25]=[C:26]([C:30](=O)[CH3:31])[C:27]([NH2:29])=[O:28])=[CH:23][C:22]=1[F:35]. Product: [Cl:20][C:21]1[CH:34]=[CH:33][C:24]([CH:25]2[N:12]3[CH:13]=[C:9]([C:4]4[CH:5]=[CH:6][CH:7]=[CH:8][C:3]=4[O:2][CH3:1])[N:10]=[C:11]3[NH:14][C:30]([CH3:31])=[C:26]2[C:27]([NH2:29])=[O:28])=[CH:23][C:22]=1[F:35]. The catalyst class is: 36.